This data is from Reaction yield outcomes from USPTO patents with 853,638 reactions. The task is: Predict the reaction yield, written as a fraction of the theoretical maximum amount of product (1.0 means a 100% yield; for example, 0.34 means a 34% yield). (1) The product is [S:1]1[C:5]2[CH:6]=[C:7]([N:10]3[CH2:14][CH2:13][N:12]([C:21]4[CH:20]=[N:19][CH:18]=[CH:17][C:22]=4[CH:23]([O:26][CH3:27])[O:24][CH3:25])[C:11]3=[O:15])[CH:8]=[CH:9][C:4]=2[N:3]=[CH:2]1. The yield is 0.512. The reactants are [S:1]1[C:5]2[CH:6]=[C:7]([N:10]3[CH2:14][CH2:13][NH:12][C:11]3=[O:15])[CH:8]=[CH:9][C:4]=2[N:3]=[CH:2]1.Br[C:17]1[CH:18]=[N:19][CH:20]=[CH:21][C:22]=1[CH:23]([O:26][CH3:27])[O:24][CH3:25].N[C@@H]1CCCC[C@H]1N.P([O-])([O-])([O-])=O.[K+].[K+].[K+]. The catalyst is [Cu](I)I.O1CCOCC1. (2) The reactants are [S-:1][C:2]#[N:3].[K+].[F:5][CH:6]([F:15])[O:7][C:8]1[N:13]=[CH:12][C:11]([NH2:14])=[CH:10][CH:9]=1.BrBr.O. The catalyst is C(O)(=O)C. The product is [F:15][CH:6]([F:5])[O:7][C:8]1[N:13]=[C:12]2[S:1][C:2]([NH2:3])=[N:14][C:11]2=[CH:10][CH:9]=1. The yield is 0.361. (3) The reactants are CS(O[CH:6]1[CH2:10][CH2:9][N:8]([C:11]([O:13][C:14]([CH3:17])([CH3:16])[CH3:15])=[O:12])[CH2:7]1)(=O)=O.[NH2:18][C:19]1[S:20][C:21]2[CH:27]=[C:26]([SH:28])[CH:25]=[CH:24][C:22]=2[N:23]=1.C(=O)([O-])[O-].[K+].[K+].[BH4-].[Na+]. The catalyst is CC#N.CO. The product is [NH2:18][C:19]1[S:20][C:21]2[CH:27]=[C:26]([S:28][CH:6]3[CH2:10][CH2:9][N:8]([C:11]([O:13][C:14]([CH3:15])([CH3:16])[CH3:17])=[O:12])[CH2:7]3)[CH:25]=[CH:24][C:22]=2[N:23]=1. The yield is 0.490. (4) The reactants are [N+:1]([C:4]1[CH:10]=[CH:9][C:8]([C:11]2[S:12][CH:13]=[CH:14][CH:15]=2)=[CH:7][C:5]=1[NH2:6])([O-:3])=[O:2].Cl[C:17](Cl)([O:19]C(=O)OC(Cl)(Cl)Cl)Cl.[OH:28][CH2:29][CH:30]1[CH2:33][N:32]([C:34]([O:36][C:37]([CH3:40])([CH3:39])[CH3:38])=[O:35])[CH2:31]1. The catalyst is ClCCl. The product is [N+:1]([C:4]1[CH:10]=[CH:9][C:8]([C:11]2[S:12][CH:13]=[CH:14][CH:15]=2)=[CH:7][C:5]=1[NH:6][C:17]([O:28][CH2:29][CH:30]1[CH2:33][N:32]([C:34]([O:36][C:37]([CH3:40])([CH3:39])[CH3:38])=[O:35])[CH2:31]1)=[O:19])([O-:3])=[O:2]. The yield is 0.850. (5) The reactants are CN(C([O:8]N1N=NC2C=CC=NC1=2)=[N+](C)C)C.F[P-](F)(F)(F)(F)F.[CH:25](N([CH:31]([CH3:33])[CH3:32])CC)([CH3:27])[CH3:26].[N:34]1([C:40]2[C:49]3[C:44](=[CH:45][CH:46]=[CH:47][CH:48]=3)[N:43]=[CH:42][CH:41]=2)[CH2:39][CH2:38][NH:37][CH2:36][CH2:35]1.Cl[CH2:51][Cl:52]. No catalyst specified. The product is [Cl:52][CH2:51]/[CH:33]=[CH:31]/[C:32]([N:37]1[CH2:38][CH2:39][N:34]([C:40]2[C:49]3[C:44](=[CH:45][CH:46]=[CH:47][CH:48]=3)[N:43]=[CH:42][CH:41]=2)[CH2:35][CH2:36]1)=[O:8].[Cl:52][CH2:51]/[CH:26]=[CH:25]\[C:27]([N:37]1[CH2:38][CH2:39][N:34]([C:40]2[C:49]3[C:44](=[CH:45][CH:46]=[CH:47][CH:48]=3)[N:43]=[CH:42][CH:41]=2)[CH2:35][CH2:36]1)=[O:8]. The yield is 0.330.